From a dataset of Blood-brain barrier permeability classification from the B3DB database. Regression/Classification. Given a drug SMILES string, predict its absorption, distribution, metabolism, or excretion properties. Task type varies by dataset: regression for continuous measurements (e.g., permeability, clearance, half-life) or binary classification for categorical outcomes (e.g., BBB penetration, CYP inhibition). Dataset: b3db_classification. The compound is CCOC(=O)CNC(C(=O)N1CCC1C(=O)NCc1ccc(/C(N)=N\O)cc1)C1CCCCC1. The result is 0 (does not penetrate BBB).